From a dataset of Full USPTO retrosynthesis dataset with 1.9M reactions from patents (1976-2016). Predict the reactants needed to synthesize the given product. Given the product [F:9][C:2]([F:1])([F:8])[C:3](=[O:5])[CH2:11][C:10]#[N:12], predict the reactants needed to synthesize it. The reactants are: [F:1][C:2]([F:9])([F:8])[C:3]([O:5]CC)=O.[C:10](#[N:12])[CH3:11].[H-].[Na+].